From a dataset of Reaction yield outcomes from USPTO patents with 853,638 reactions. Predict the reaction yield, written as a fraction of the theoretical maximum amount of product (1.0 means a 100% yield; for example, 0.34 means a 34% yield). (1) The reactants are [OH:1][C:2]1[CH:3]=[CH:4][C:5]([CH3:11])=[C:6]([CH:10]=1)[C:7]([OH:9])=[O:8].CO.[CH3:14][Si](C=[N+]=[N-])(C)C.C(OCC)C. The catalyst is ClCCl. The product is [OH:1][C:2]1[CH:3]=[CH:4][C:5]([CH3:11])=[C:6]([CH:10]=1)[C:7]([O:9][CH3:14])=[O:8]. The yield is 0.490. (2) The reactants are C(=O)([O-])[O-].[K+].[K+].[CH2:7](Br)[C:8]1[CH:13]=[CH:12][CH:11]=[CH:10][CH:9]=1.[Br:15][C:16]1[CH:21]=[CH:20][CH:19]=[CH:18][C:17]=1[OH:22]. The catalyst is CN(C=O)C. The product is [CH2:7]([O:22][C:17]1[CH:18]=[CH:19][CH:20]=[CH:21][C:16]=1[Br:15])[C:8]1[CH:13]=[CH:12][CH:11]=[CH:10][CH:9]=1. The yield is 0.850. (3) The reactants are [C:1]([C:4]1[N:8]2[CH2:9][CH2:10][N:11]([CH3:25])[C:12]3([CH2:17][CH2:16][N:15](C(OC(C)(C)C)=O)[CH2:14][CH2:13]3)[C:7]2=[CH:6][CH:5]=1)(=[O:3])[CH3:2].[ClH:26].O1CCOCC1. The catalyst is C(Cl)Cl. The product is [ClH:26].[ClH:26].[CH3:25][N:11]1[C:12]2([CH2:17][CH2:16][NH:15][CH2:14][CH2:13]2)[C:7]2=[CH:6][CH:5]=[C:4]([C:1](=[O:3])[CH3:2])[N:8]2[CH2:9][CH2:10]1. The yield is 1.00. (4) The reactants are C([O:5][C:6](=[O:28])[CH2:7][N:8]([C:11]([O:13][CH2:14][CH:15]1[C:27]2[C:22](=[CH:23][CH:24]=[CH:25][CH:26]=2)[C:21]2[C:16]1=[CH:17][CH:18]=[CH:19][CH:20]=2)=[O:12])[NH:9][CH3:10])(C)(C)C. The product is [C:11]([N:8]([CH2:7][C:6]([OH:28])=[O:5])[NH:9][CH3:10])([O:13][CH2:14][CH:15]1[C:27]2[C:22](=[CH:23][CH:24]=[CH:25][CH:26]=2)[C:21]2[C:16]1=[CH:17][CH:18]=[CH:19][CH:20]=2)=[O:12]. The catalyst is Cl. The yield is 0.720. (5) The catalyst is CC(N(C)C)=O.C1C=CC([P]([Pd]([P](C2C=CC=CC=2)(C2C=CC=CC=2)C2C=CC=CC=2)([P](C2C=CC=CC=2)(C2C=CC=CC=2)C2C=CC=CC=2)[P](C2C=CC=CC=2)(C2C=CC=CC=2)C2C=CC=CC=2)(C2C=CC=CC=2)C2C=CC=CC=2)=CC=1. The reactants are Br[Zn][CH2:3][CH2:4][CH2:5][CH2:6][CH2:7][CH2:8][CH2:9][CH2:10][C:11]([O:13][CH2:14][CH3:15])=[O:12].FC(F)(F)S(O[C:22]1[C:27]([CH3:29])([CH3:28])[CH2:26][CH2:25][CH2:24][C:23]=1[CH3:30])(=O)=O.C(OCC)C. The product is [CH3:30][C:23]1[CH2:24][CH2:25][CH2:26][C:27]([CH3:29])([CH3:28])[C:22]=1[CH2:3][CH2:4][CH2:5][CH2:6][CH2:7][CH2:8][CH2:9][CH2:10][C:11]([O:13][CH2:14][CH3:15])=[O:12]. The yield is 0.530. (6) The reactants are [OH:1][C:2]1[CH:7]=[CH:6][C:5]([NH:8][N:9]=[C:10]([CH3:16])[C:11]([O:13][CH2:14][CH3:15])=[O:12])=[C:4]([N+:17]([O-:19])=[O:18])[CH:3]=1.C(=O)([O-])[O-].[K+].[K+].CN(C)C=O.Br[CH2:32][CH2:33][CH2:34][O:35][CH3:36]. The catalyst is O. The product is [CH3:36][O:35][CH2:34][CH2:33][CH2:32][O:1][C:2]1[CH:7]=[CH:6][C:5]([NH:8][N:9]=[C:10]([CH3:16])[C:11]([O:13][CH2:14][CH3:15])=[O:12])=[C:4]([N+:17]([O-:19])=[O:18])[CH:3]=1. The yield is 0.420. (7) The reactants are Br[C:2]1[S:3][CH:4]=[C:5]([C:7]([O:9][CH3:10])=[O:8])[N:6]=1.[F:11][C:12]1[CH:17]=[C:16]([O:18][CH3:19])[CH:15]=[C:14]([F:20])[C:13]=1B(O)O.[F-].[K+].C(P(C(C)(C)C)C(C)(C)C)(C)(C)C. The catalyst is O1CCCC1.O.C1C=CC(/C=C/C(/C=C/C2C=CC=CC=2)=O)=CC=1.C1C=CC(/C=C/C(/C=C/C2C=CC=CC=2)=O)=CC=1.C1C=CC(/C=C/C(/C=C/C2C=CC=CC=2)=O)=CC=1.[Pd].[Pd]. The product is [F:11][C:12]1[CH:17]=[C:16]([O:18][CH3:19])[CH:15]=[C:14]([F:20])[C:13]=1[C:2]1[S:3][CH:4]=[C:5]([C:7]([O:9][CH3:10])=[O:8])[N:6]=1. The yield is 0.740. (8) The reactants are CO.[NH2:3][C:4]1[C:9]([C:10]2[O:14][N:13]=[C:12]([CH2:15][C:16]3[CH:21]=[CH:20][C:19]([OH:22])=[CH:18][CH:17]=3)[CH:11]=2)=[CH:8][CH:7]=[C:6]([NH2:23])[N:5]=1.[OH-].[Na+].Br[CH2:27][C:28]1[CH:29]=[C:30]([CH:33]=[CH:34][CH:35]=1)[C:31]#[N:32]. The catalyst is CN(C)C=O. The yield is 0.170. The product is [NH2:3][C:4]1[C:9]([C:10]2[O:14][N:13]=[C:12]([CH2:15][C:16]3[CH:21]=[CH:20][C:19]([O:22][CH2:27][C:28]4[CH:29]=[C:30]([CH:33]=[CH:34][CH:35]=4)[C:31]#[N:32])=[CH:18][CH:17]=3)[CH:11]=2)=[CH:8][CH:7]=[C:6]([NH2:23])[N:5]=1. (9) The reactants are [CH2:1]([S:3](Cl)(=[O:5])=[O:4])[CH3:2].Cl.[Br:8][C:9]1[CH:10]=[C:11]2[C:15](=[C:16]([C:18]([NH2:20])=[O:19])[CH:17]=1)[NH:14][CH:13]=[C:12]2[CH:21]1[CH2:26][CH2:25][NH:24][CH2:23][CH2:22]1.C(N(CC)CC)C.CCOC(C)=O.O. The catalyst is CN(C=O)C. The product is [Br:8][C:9]1[CH:10]=[C:11]2[C:15](=[C:16]([C:18]([NH2:20])=[O:19])[CH:17]=1)[NH:14][CH:13]=[C:12]2[CH:21]1[CH2:26][CH2:25][N:24]([S:3]([CH2:1][CH3:2])(=[O:5])=[O:4])[CH2:23][CH2:22]1. The yield is 0.830.